Dataset: Peptide-MHC class I binding affinity with 185,985 pairs from IEDB/IMGT. Task: Regression. Given a peptide amino acid sequence and an MHC pseudo amino acid sequence, predict their binding affinity value. This is MHC class I binding data. (1) The peptide sequence is VSYIEFVGW. The MHC is HLA-B57:01 with pseudo-sequence HLA-B57:01. The binding affinity (normalized) is 0.771. (2) The MHC is HLA-A68:02 with pseudo-sequence HLA-A68:02. The binding affinity (normalized) is 0.0541. The peptide sequence is VVYHDDDNTT. (3) The peptide sequence is TWLTYHGAI. The MHC is HLA-A24:02 with pseudo-sequence HLA-A24:02. The binding affinity (normalized) is 0.580. (4) The peptide sequence is LLDGLLAWY. The MHC is SLA-10401 with pseudo-sequence SLA-10401. The binding affinity (normalized) is 0.714. (5) The peptide sequence is GPAGYTAAL. The MHC is HLA-B15:17 with pseudo-sequence HLA-B15:17. The binding affinity (normalized) is 0.0847. (6) The peptide sequence is VIEETADYV. The binding affinity (normalized) is 0.258. The MHC is HLA-A02:01 with pseudo-sequence HLA-A02:01. (7) The binding affinity (normalized) is 0.377. The peptide sequence is TTRYKYLNK. The MHC is HLA-A11:01 with pseudo-sequence HLA-A11:01. (8) The peptide sequence is YPYQLMLSL. The MHC is HLA-C14:02 with pseudo-sequence HLA-C14:02. The binding affinity (normalized) is 0.778. (9) The peptide sequence is RLQSLQTYV. The MHC is HLA-A02:01 with pseudo-sequence HLA-A02:01. The binding affinity (normalized) is 0.907. (10) The peptide sequence is SLPPNFSSL. The MHC is BoLA-HD6 with pseudo-sequence BoLA-HD6. The binding affinity (normalized) is 0.425.